This data is from Reaction yield outcomes from USPTO patents with 853,638 reactions. The task is: Predict the reaction yield, written as a fraction of the theoretical maximum amount of product (1.0 means a 100% yield; for example, 0.34 means a 34% yield). (1) The reactants are [N:1]1([C:7]([O:9][C:10]([CH3:13])([CH3:12])[CH3:11])=[O:8])[CH2:6][CH2:5][NH:4][CH2:3][CH2:2]1.C(N(CC)CC)C.[Cl:21][C:22]1[CH:32]=[CH:31][C:25]([O:26][CH2:27][C:28](Cl)=[O:29])=[CH:24][CH:23]=1. The catalyst is ClCCl. The product is [Cl:21][C:22]1[CH:32]=[CH:31][C:25]([O:26][CH2:27][C:28]([N:4]2[CH2:5][CH2:6][N:1]([C:7]([O:9][C:10]([CH3:13])([CH3:12])[CH3:11])=[O:8])[CH2:2][CH2:3]2)=[O:29])=[CH:24][CH:23]=1. The yield is 1.00. (2) The reactants are [CH3:1][O:2][C:3]1[CH:4]=[C:5]2[C:10](=[CH:11][C:12]=1[O:13][CH3:14])[N:9]=[CH:8][N:7]=[C:6]2[O:15][C:16]1[CH:22]=[CH:21][C:19]([NH2:20])=[C:18]([F:23])[CH:17]=1.[F:24][C:25]1[CH:30]=[C:29]([F:31])[CH:28]=[CH:27][C:26]=1[N:32]=[C:33]=[O:34]. The catalyst is C(Cl)(Cl)Cl. The product is [F:24][C:25]1[CH:30]=[C:29]([F:31])[CH:28]=[CH:27][C:26]=1[NH:32][C:33]([NH:20][C:19]1[CH:21]=[CH:22][C:16]([O:15][C:6]2[C:5]3[C:10](=[CH:11][C:12]([O:13][CH3:14])=[C:3]([O:2][CH3:1])[CH:4]=3)[N:9]=[CH:8][N:7]=2)=[CH:17][C:18]=1[F:23])=[O:34]. The yield is 0.670. (3) The reactants are Br[C:2]1[CH:3]=[C:4]([CH:10]=[CH:11][CH:12]=1)[C:5]([O:7]CC)=[O:6].[N:13]1([C:19]([O:21][C:22]([CH3:25])([CH3:24])[CH3:23])=[O:20])[CH2:18][CH2:17][NH:16][CH2:15][CH2:14]1.CC([O-])(C)C.[Na+].CC1(C)C2C(=C(P(C3C=CC=CC=3)C3C=CC=CC=3)C=CC=2)OC2C(P(C3C=CC=CC=3)C3C=CC=CC=3)=CC=CC1=2. The catalyst is O1CCOCC1.C1C=CC(/C=C/C(/C=C/C2C=CC=CC=2)=O)=CC=1.C1C=CC(/C=C/C(/C=C/C2C=CC=CC=2)=O)=CC=1.C1C=CC(/C=C/C(/C=C/C2C=CC=CC=2)=O)=CC=1.[Pd].[Pd]. The product is [C:22]([O:21][C:19]([N:13]1[CH2:18][CH2:17][N:16]([C:2]2[CH:3]=[C:4]([CH:10]=[CH:11][CH:12]=2)[C:5]([OH:7])=[O:6])[CH2:15][CH2:14]1)=[O:20])([CH3:25])([CH3:23])[CH3:24]. The yield is 0.422. (4) The reactants are [C:1]([O:4][CH2:5][C:6]1[CH:11]=[C:10]([S:12][C:13]([CH3:16])([CH3:15])[CH3:14])[C:9]([O:17]CC2C=CC(OC)=CC=2)=[CH:8][N:7]=1)(=[O:3])[CH3:2].C([SiH](CC)CC)C.FC(F)(F)C(O)=O. The catalyst is ClCCl. The product is [C:1]([O:4][CH2:5][C:6]1[CH:11]=[C:10]([S:12][C:13]([CH3:16])([CH3:15])[CH3:14])[C:9]([OH:17])=[CH:8][N:7]=1)(=[O:3])[CH3:2]. The yield is 0.830.